From a dataset of Forward reaction prediction with 1.9M reactions from USPTO patents (1976-2016). Predict the product of the given reaction. (1) Given the reactants F[C:2]1[CH:27]=[CH:26][C:5]([C:6]([NH:8][C:9]2[S:13][C:12]([NH:14][C:15]3[CH:20]=[CH:19][C:18]([O:21][CH3:22])=[CH:17][CH:16]=3)=[N:11][C:10]=2[C:23]([NH2:25])=[O:24])=[O:7])=[CH:4][C:3]=1[N+:28]([O-:30])=[O:29].[NH3:31], predict the reaction product. The product is: [NH2:31][C:2]1[CH:27]=[CH:26][C:5]([C:6]([NH:8][C:9]2[S:13][C:12]([NH:14][C:15]3[CH:20]=[CH:19][C:18]([O:21][CH3:22])=[CH:17][CH:16]=3)=[N:11][C:10]=2[C:23]([NH2:25])=[O:24])=[O:7])=[CH:4][C:3]=1[N+:28]([O-:30])=[O:29]. (2) Given the reactants [Cl:1][C:2]1[CH:7]=[CH:6][C:5]([N+:8]([O-:10])=[O:9])=[CH:4][C:3]=1[S:11](Cl)(=[O:13])=[O:12].N1C=CC=CC=1.[NH2:21][C@@H:22]1[CH2:26][CH2:25][N:24]([C:27]([O:29][C:30]([CH3:33])([CH3:32])[CH3:31])=[O:28])[CH2:23]1, predict the reaction product. The product is: [Cl:1][C:2]1[CH:7]=[CH:6][C:5]([N+:8]([O-:10])=[O:9])=[CH:4][C:3]=1[S:11]([NH:21][C@@H:22]1[CH2:26][CH2:25][N:24]([C:27]([O:29][C:30]([CH3:33])([CH3:32])[CH3:31])=[O:28])[CH2:23]1)(=[O:13])=[O:12]. (3) The product is: [C:4]([C:6]1[C:7]([C:12]2[CH:17]=[CH:16][C:15]([Br:18])=[CH:14][C:13]=2[F:19])=[N:8][O:9][C:10]=1[CH3:11])([OH:5])=[O:3]. Given the reactants C([O:3][C:4]([C:6]1[C:7]([C:12]2[CH:17]=[CH:16][C:15]([Br:18])=[CH:14][C:13]=2[F:19])=[N:8][O:9][C:10]=1[CH3:11])=[O:5])C.[OH-].[Na+].CO, predict the reaction product. (4) The product is: [Cl:14][C:15]1[CH:16]=[CH:17][C:18]([C@@H:21]2[C@@:23]3([C:31]4[C:26](=[CH:27][CH:28]=[CH:29][CH:30]=4)[N:25]([C:3]4[CH:4]=[C:5]([CH:9]=[CH:10][CH:2]=4)[C:6]([OH:8])=[O:7])[C:24]3=[O:32])[CH2:22]2)=[CH:19][CH:20]=1. Given the reactants C[C:2]1[CH:10]=[CH:9][C:5]([C:6]([O-:8])=[O:7])=[C:4](CC)[C:3]=1I.[Cl:14][C:15]1[CH:20]=[CH:19][C:18]([C@H:21]2[C@:23]3([C:31]4[C:26](=[CH:27][CH:28]=[CH:29][CH:30]=4)[NH:25][C:24]3=[O:32])[CH2:22]2)=[CH:17][CH:16]=1, predict the reaction product. (5) Given the reactants FC(F)(F)C(O)=O.[Cl:8][C:9]1[C:10]([CH:27]([S:36][C:37]2[CH:42]=[CH:41][C:40]([Cl:43])=[CH:39][CH:38]=2)[C:28]2[CH:33]=[C:32]([F:34])[CH:31]=[CH:30][C:29]=2[F:35])=[CH:11][C:12]([NH:15]CC2C=CC(OC)=C(OC)C=2)=[N:13][CH:14]=1.C(=O)(O)[O-].[Na+], predict the reaction product. The product is: [Cl:8][C:9]1[C:10]([CH:27]([S:36][C:37]2[CH:42]=[CH:41][C:40]([Cl:43])=[CH:39][CH:38]=2)[C:28]2[CH:33]=[C:32]([F:34])[CH:31]=[CH:30][C:29]=2[F:35])=[CH:11][C:12]([NH2:15])=[N:13][CH:14]=1. (6) Given the reactants C([O:4][C@H:5]1[CH2:10][CH2:9][C@@:8]([C@H:12]2[CH2:20][CH2:19][C@@:18]3([CH3:21])[C@@H:14]([CH2:15][CH2:16][C:17]3=[CH2:22])[C@@H:13]2[CH2:23][NH2:24])([CH3:11])[C@@H:7]([CH2:25][OH:26])[CH2:6]1)(=O)C.F[B-](F)(F)F.N1(OC(N(C)C)=[N+](C)C)C2C=CC=CC=2N=N1.[O:49]1[CH:53]=[CH:52][CH:51]=[C:50]1[C:54](O)=[O:55].C(N(CC)C(C)C)(C)C, predict the reaction product. The product is: [OH:4][C@H:5]1[CH2:10][CH2:9][C@@:8]([C@H:12]2[CH2:20][CH2:19][C@@:18]3([CH3:21])[C@@H:14]([CH2:15][CH2:16][C:17]3=[CH2:22])[C@@H:13]2[CH2:23][NH:24][C:54]([C:50]2[O:49][CH:53]=[CH:52][CH:51]=2)=[O:55])([CH3:11])[C@@H:7]([CH2:25][OH:26])[CH2:6]1. (7) Given the reactants [C:1]([C:4]1[C:5](=[O:17])[O:6][C:7]2[C:12]([CH:13]=1)=[C:11]([CH3:14])[CH:10]=[C:9]([O:15][CH3:16])[CH:8]=2)([OH:3])=O.[CH:18]1[C:23]([C:24]([NH:26][NH2:27])=[O:25])=[CH:22][CH:21]=[N:20][CH:19]=1, predict the reaction product. The product is: [C:24]([NH:26][NH:27][C:1]([C:4]1[C:5](=[O:17])[O:6][C:7]2[C:12]([CH:13]=1)=[C:11]([CH3:14])[CH:10]=[C:9]([O:15][CH3:16])[CH:8]=2)=[O:3])(=[O:25])[C:23]1[CH:22]=[CH:21][N:20]=[CH:19][CH:18]=1. (8) Given the reactants [N:1]1([CH2:6][CH2:7][C:8]2[CH:13]=[CH:12][C:11]([N:14]3[CH2:19][CH2:18][CH:17]([NH:20]C(OCC4C=CC=CC=4)=O)[CH2:16][CH2:15]3)=[CH:10][CH:9]=2)[CH:5]=[CH:4][N:3]=[N:2]1.[H][H], predict the reaction product. The product is: [N:1]1([CH2:6][CH2:7][C:8]2[CH:9]=[CH:10][C:11]([N:14]3[CH2:15][CH2:16][CH:17]([NH2:20])[CH2:18][CH2:19]3)=[CH:12][CH:13]=2)[CH:5]=[CH:4][N:3]=[N:2]1. (9) Given the reactants C([SiH](CC)CC)C.[Cl:8][C:9]1[CH:14]=[CH:13][C:12]([C:15]2[NH:16][C:17]3[C:22]([C:23]=2[C:24](=O)[C:25]([NH:27][CH3:28])=[O:26])=[CH:21][CH:20]=[CH:19][CH:18]=3)=[CH:11][C:10]=1[S:30](=[O:39])(=[O:38])[NH:31][CH:32]1[CH2:37][CH2:36][CH2:35][CH2:34][CH2:33]1, predict the reaction product. The product is: [Cl:8][C:9]1[CH:14]=[CH:13][C:12]([C:15]2[NH:16][C:17]3[C:22]([C:23]=2[CH2:24][C:25]([NH:27][CH3:28])=[O:26])=[CH:21][CH:20]=[CH:19][CH:18]=3)=[CH:11][C:10]=1[S:30](=[O:39])(=[O:38])[NH:31][CH:32]1[CH2:33][CH2:34][CH2:35][CH2:36][CH2:37]1.